Task: Predict which catalyst facilitates the given reaction.. Dataset: Catalyst prediction with 721,799 reactions and 888 catalyst types from USPTO (1) Reactant: [Cl:1][C:2]1[CH:23]=[C:22]([O:24][CH:25]2[CH2:30][CH2:29][CH2:28][CH2:27][O:26]2)[CH:21]=[CH:20][C:3]=1[CH2:4][NH:5][C:6]1[CH:11]=[CH:10][C:9]([O:12][CH2:13][CH2:14][N:15]2[CH2:19][CH2:18][CH2:17][CH2:16]2)=[CH:8][CH:7]=1.C(N(CC)CC)C.[Cl:38][C:39]1[CH:44]=[C:43]([Cl:45])[CH:42]=[CH:41][C:40]=1[S:46](Cl)(=[O:48])=[O:47].[N-]=C=O. Product: [Cl:38][C:39]1[CH:44]=[C:43]([Cl:45])[CH:42]=[CH:41][C:40]=1[S:46]([N:5]([CH2:4][C:3]1[CH:20]=[CH:21][C:22]([O:24][CH:25]2[CH2:30][CH2:29][CH2:28][CH2:27][O:26]2)=[CH:23][C:2]=1[Cl:1])[C:6]1[CH:11]=[CH:10][C:9]([O:12][CH2:13][CH2:14][N:15]2[CH2:16][CH2:17][CH2:18][CH2:19]2)=[CH:8][CH:7]=1)(=[O:48])=[O:47]. The catalyst class is: 2. (2) The catalyst class is: 1. Product: [F:6][C:7]1[CH:8]=[CH:9][C:10]([CH2:13][CH2:14][CH2:15][C:16]([OH:18])=[O:17])=[CH:11][CH:12]=1. Reactant: Cl[Si](C)(C)C.[F:6][C:7]1[CH:12]=[CH:11][C:10]([C:13](=O)[CH2:14][CH2:15][C:16]([OH:18])=[O:17])=[CH:9][CH:8]=1.C(N(CC)CC)C.C([SiH](CC)CC)C.[Cl-].C(Cl)Cl. (3) Reactant: [CH:1]1([N:7]2[CH2:11][CH2:10][CH:9]([CH2:12][C:13]3[CH:22]=[CH:21][CH:20]=[CH:19][C:14]=3[C:15](OC)=[O:16])[C:8]2=[O:23])[CH2:6][CH2:5][CH2:4][CH2:3][CH2:2]1.[H-].C([Al+]CC(C)C)C(C)C.C(C(C(C([O-])=O)O)O)([O-])=O.[K+].[Na+]. Product: [CH:1]1([N:7]2[CH2:11][CH2:10][CH:9]([CH2:12][C:13]3[CH:22]=[CH:21][CH:20]=[CH:19][C:14]=3[CH2:15][OH:16])[C:8]2=[O:23])[CH2:6][CH2:5][CH2:4][CH2:3][CH2:2]1. The catalyst class is: 4. (4) Reactant: Cl[C:2]1[CH:11]=[CH:10][C:9]2[C:4](=[CH:5][CH:6]=[C:7]([C:12]([O:14][CH3:15])=[O:13])[CH:8]=2)[N:3]=1.[CH3:16][S:17]([O-:19])=[O:18].[Na+].[Na+].N1CCC[C@H]1C([O-])=O. Product: [CH3:16][S:17]([C:2]1[CH:11]=[CH:10][C:9]2[C:4](=[CH:5][CH:6]=[C:7]([C:12]([O:14][CH3:15])=[O:13])[CH:8]=2)[N:3]=1)(=[O:19])=[O:18]. The catalyst class is: 846. (5) Product: [CH3:1][O:2][C:3]1[CH:4]=[C:5]([NH:9][C:10]2[C:22]3[C:21]4[C:16](=[CH:17][CH:18]=[CH:19][CH:20]=4)[NH:15][C:14]=3[N:13]=[C:12]([NH2:23])[N:11]=2)[CH:6]=[CH:7][CH:8]=1. The catalyst class is: 28. Reactant: [CH3:1][O:2][C:3]1[CH:4]=[C:5]([NH:9][C:10]2[C:22]3[C:21]4[C:16](=[CH:17][CH:18]=[CH:19][CH:20]=4)[NH:15][C:14]=3[N:13]=[C:12]([NH:23]C(=O)C(C)(C)C)[N:11]=2)[CH:6]=[CH:7][CH:8]=1.[OH-].[Na+].C(Cl)(Cl)Cl.CO. (6) Reactant: [Li+].[OH-].[O:3]=[C:4]1[N:10]([CH:11]2[CH2:16][CH2:15][N:14]([C:17]([O:19][C@H:20]([CH2:40][C:41]3[CH:46]=[C:45]([CH3:47])[C:44]([OH:48])=[C:43]([CH3:49])[CH:42]=3)[C:21]([N:23]3[CH2:28][CH2:27][N:26]([C:29]4[CH:34]=[CH:33][C:32]([C:35]([O:37]CC)=[O:36])=[CH:31][CH:30]=4)[CH2:25][CH2:24]3)=[O:22])=[O:18])[CH2:13][CH2:12]2)[CH2:9][CH2:8][C:7]2[CH:50]=[CH:51][CH:52]=[CH:53][C:6]=2[NH:5]1.OO. Product: [O:3]=[C:4]1[N:10]([CH:11]2[CH2:16][CH2:15][N:14]([C:17]([O:19][C@H:20]([CH2:40][C:41]3[CH:46]=[C:45]([CH3:47])[C:44]([OH:48])=[C:43]([CH3:49])[CH:42]=3)[C:21]([N:23]3[CH2:28][CH2:27][N:26]([C:29]4[CH:30]=[CH:31][C:32]([C:35]([OH:37])=[O:36])=[CH:33][CH:34]=4)[CH2:25][CH2:24]3)=[O:22])=[O:18])[CH2:13][CH2:12]2)[CH2:9][CH2:8][C:7]2[CH:50]=[CH:51][CH:52]=[CH:53][C:6]=2[NH:5]1. The catalyst class is: 90.